Dataset: Reaction yield outcomes from USPTO patents with 853,638 reactions. Task: Predict the reaction yield, written as a fraction of the theoretical maximum amount of product (1.0 means a 100% yield; for example, 0.34 means a 34% yield). (1) The reactants are C(OC([N:8]1[CH2:13][CH2:12][N:11]([C:14]2[C:15](=[O:33])N(CC(C)C)N=C(C3C=CC(C)=C(F)C=3)C=2C)[CH2:10][CH2:9]1)=O)(C)(C)C.[Cl:34][C:35]1[CH:65]=[CH:64][C:38]([CH:39]=[CH:40][CH2:41][N:42]2[C:47](=[O:48])[C:46]([CH2:49]OS(C)(=O)=O)=[CH:45][C:44]([C:55]3[CH:60]=[CH:59][C:58]([O:61][CH3:62])=[C:57]([F:63])[CH:56]=3)=[N:43]2)=[CH:37][CH:36]=1.N1(CCO)CCNCC1. No catalyst specified. The product is [Cl:34][C:35]1[CH:36]=[CH:37][C:38]([CH:39]=[CH:40][CH2:41][N:42]2[C:47](=[O:48])[C:46]([CH2:49][N:8]3[CH2:13][CH2:12][N:11]([CH2:14][CH2:15][OH:33])[CH2:10][CH2:9]3)=[CH:45][C:44]([C:55]3[CH:60]=[CH:59][C:58]([O:61][CH3:62])=[C:57]([F:63])[CH:56]=3)=[N:43]2)=[CH:64][CH:65]=1. The yield is 0.651. (2) The reactants are [CH:1]1([C:4]2[O:8][N:7]=[C:6]([C:9]3[C:14]([Cl:15])=[CH:13][CH:12]=[CH:11][C:10]=3[Cl:16])[C:5]=2[C:17](OCC)=[O:18])[CH2:3][CH2:2]1.[H-].C([Al+]CC(C)C)C(C)C. The catalyst is C1COCC1. The product is [CH:1]1([C:4]2[O:8][N:7]=[C:6]([C:9]3[C:10]([Cl:16])=[CH:11][CH:12]=[CH:13][C:14]=3[Cl:15])[C:5]=2[CH2:17][OH:18])[CH2:3][CH2:2]1. The yield is 0.960. (3) The reactants are Br[C:2]1[N:3]=[CH:4][C:5]([NH:8][C:9](=[O:28])[C@@H:10]([C:17]2[CH:22]=[CH:21][C:20]([S:23]([CH3:26])(=[O:25])=[O:24])=[C:19]([Cl:27])[CH:18]=2)[CH2:11][CH:12]2[CH2:16][CH2:15][CH2:14][CH2:13]2)=[N:6][CH:7]=1.C(N(CC)C(C)C)(C)C.[OH:38][CH2:39][CH2:40][C:41]#[CH:42]. The catalyst is C1(C)C=CC=CC=1.Cl[Pd](Cl)([P](C1C=CC=CC=1)(C1C=CC=CC=1)C1C=CC=CC=1)[P](C1C=CC=CC=1)(C1C=CC=CC=1)C1C=CC=CC=1.[Cu]I. The product is [Cl:27][C:19]1[CH:18]=[C:17]([C@@H:10]([CH2:11][CH:12]2[CH2:16][CH2:15][CH2:14][CH2:13]2)[C:9]([NH:8][C:5]2[CH:4]=[N:3][C:2]([C:42]#[C:41][CH2:40][CH2:39][OH:38])=[CH:7][N:6]=2)=[O:28])[CH:22]=[CH:21][C:20]=1[S:23]([CH3:26])(=[O:25])=[O:24]. The yield is 0.884. (4) The reactants are [OH:1][C:2]1[CH:7]=[CH:6][C:5]([CH:8]=[CH:9][N:10]2[CH:14]=[CH:13][S:12][CH:11]2[NH:15][C:16](=[O:18])[CH3:17])=[CH:4][CH:3]=1. The catalyst is C(OCC)(=O)C.C(O)(=O)C.[C].[Pd]. The product is [OH:1][C:2]1[CH:7]=[CH:6][C:5]([CH2:8][CH2:9][N:10]2[CH:14]=[CH:13][S:12][CH:11]2[NH:15][C:16](=[O:18])[CH3:17])=[CH:4][CH:3]=1. The yield is 0.958. (5) The reactants are [CH3:1][O:2][C:3]1[CH:4]=[C:5]([CH:9]=[CH:10][CH:11]=1)[CH2:6]CN.[C:12](=[O:15])([O-:14])[O-].[Cs+].[Cs+].[CH2:18](Br)[CH:19]=[CH:20][C:21]1[CH:26]=[CH:25][CH:24]=[CH:23][CH:22]=1.[CH3:28][N:29](C=[O:32])C. The catalyst is O. The product is [C:3]([OH:2])(=[O:32])/[CH:11]=[CH:10]/[C:12]([OH:14])=[O:15].[CH3:1][O:2][C:3]1[C:4]2[CH:20]([C:21]3[CH:26]=[CH:25][CH:24]=[CH:23][CH:22]=3)[CH2:19][CH2:18][N:29]([CH3:28])[CH2:6][C:5]=2[CH:9]=[CH:10][CH:11]=1. The yield is 0.580. (6) The reactants are [C:1]1([CH3:11])[CH:6]=[CH:5][C:4]([S:7](Cl)(=[O:9])=[O:8])=[CH:3][CH:2]=1.[CH2:12]([OH:30])[CH2:13][O:14][CH2:15][CH2:16][O:17][CH2:18][CH2:19][O:20][CH2:21][CH2:22][O:23][CH2:24][CH2:25][O:26][CH2:27][CH2:28][OH:29].C(N([CH2:36][CH3:37])CC)C. The catalyst is C(Cl)Cl. The product is [S:7]([O:29][CH2:28][CH2:27][O:26][CH2:25][CH2:24][O:23][CH2:22][CH2:21][O:20][CH2:19][CH2:18][O:17][CH2:16][CH2:15][O:14][CH2:13][CH2:12][O:30][S:7]([C:37]1[CH:36]=[CH:6][C:1]([CH3:11])=[CH:2][CH:3]=1)(=[O:9])=[O:8])([C:4]1[CH:5]=[CH:6][C:1]([CH3:11])=[CH:2][CH:3]=1)(=[O:9])=[O:8]. The yield is 1.00. (7) The reactants are O.C1(C)C=CC(S(O)(=O)=O)=CC=1.[CH3:13][O:14][C:15](=[O:36])[CH2:16][O:17][CH2:18][C:19]#[C:20][CH2:21][N:22]1[C:27](=[O:28])[CH2:26][CH2:25][CH2:24][C@@H:23]1[CH2:29][O:30]C(OCC)C. The catalyst is CO. The product is [CH3:13][O:14][C:15](=[O:36])[CH2:16][O:17][CH2:18][C:19]#[C:20][CH2:21][N:22]1[C:27](=[O:28])[CH2:26][CH2:25][CH2:24][C@@H:23]1[CH2:29][OH:30]. The yield is 0.260.